This data is from Forward reaction prediction with 1.9M reactions from USPTO patents (1976-2016). The task is: Predict the product of the given reaction. (1) Given the reactants [Br:1][C:2]1[N:10]=[CH:9][CH:8]=[CH:7][C:3]=1[C:4]([OH:6])=O.CCN=C=NCCCN(C)C.C1C=C2N=NN(O)C2=CC=1.O.[C:33]([NH2:42])([C:36]1[CH:41]=[CH:40][CH:39]=[CH:38][CH:37]=1)([CH3:35])[CH3:34], predict the reaction product. The product is: [Br:1][C:2]1[N:10]=[CH:9][CH:8]=[CH:7][C:3]=1[C:4]([NH:42][C:33]([CH3:35])([C:36]1[CH:41]=[CH:40][CH:39]=[CH:38][CH:37]=1)[CH3:34])=[O:6]. (2) Given the reactants [Br:1]N1C(=O)CCC1=O.[CH:9]1([N:12]([C@H:28]2[C:36]3[C:31](=[CH:32][CH:33]=[C:34]([O:37][CH2:38][CH2:39][CH2:40][O:41][CH3:42])[CH:35]=3)[CH2:30][CH2:29]2)[C:13]([C@@H:15]2[O:20][CH2:19][CH2:18][N:17]([C:21]([O:23][C:24]([CH3:27])([CH3:26])[CH3:25])=[O:22])[CH2:16]2)=[O:14])[CH2:11][CH2:10]1, predict the reaction product. The product is: [Br:1][C:33]1[CH:32]=[C:31]2[C:36](=[CH:35][C:34]=1[O:37][CH2:38][CH2:39][CH2:40][O:41][CH3:42])[C@H:28]([N:12]([CH:9]1[CH2:11][CH2:10]1)[C:13]([C@@H:15]1[O:20][CH2:19][CH2:18][N:17]([C:21]([O:23][C:24]([CH3:27])([CH3:26])[CH3:25])=[O:22])[CH2:16]1)=[O:14])[CH2:29][CH2:30]2. (3) The product is: [Br:1][C:2]1[CH:10]=[C:9]2[C:5]([CH2:6][C:7]([CH3:20])([CH3:19])[C:8]32[CH:16]=[C:15]([F:17])[C:14](=[O:18])[NH:13]3)=[CH:4][CH:3]=1. Given the reactants [Br:1][C:2]1[CH:10]=[C:9]2[C:5]([CH2:6][C:7]([CH3:20])([CH3:19])[C:8]2([NH:13][C:14](=[O:18])[C:15]([F:17])=[CH2:16])C=C)=[CH:4][CH:3]=1, predict the reaction product.